This data is from Full USPTO retrosynthesis dataset with 1.9M reactions from patents (1976-2016). The task is: Predict the reactants needed to synthesize the given product. (1) Given the product [ClH:44].[CH3:42][N:14]1[C:11]2[CH2:12][CH2:13][NH:8][C:9](=[O:43])[C:10]=2[CH:16]=[C:15]1[C:17]1[CH:22]=[CH:21][N:20]=[C:19]([NH:23][C:24]2[CH:29]=[C:28]([N:30]3[CH2:31][CH2:32][N:33]([CH3:36])[CH2:34][CH2:35]3)[CH:27]=[CH:26][C:25]=2[O:37][C:38]([F:40])([F:41])[F:39])[N:18]=1, predict the reactants needed to synthesize it. The reactants are: C(OC([N:8]1[CH2:13][CH2:12][C:11]2[N:14]([CH3:42])[C:15]([C:17]3[CH:22]=[CH:21][N:20]=[C:19]([NH:23][C:24]4[CH:29]=[C:28]([N:30]5[CH2:35][CH2:34][N:33]([CH3:36])[CH2:32][CH2:31]5)[CH:27]=[CH:26][C:25]=4[O:37][C:38]([F:41])([F:40])[F:39])[N:18]=3)=[CH:16][C:10]=2[C:9]1=[O:43])=O)(C)(C)C.[ClH:44]. (2) Given the product [OH:8][CH2:9][CH2:10][N:11]1[CH2:15][CH2:14][N:13]([C:16]2[C:20]([NH:21][C:26](=[O:27])[O:28][C:29]([CH3:32])([CH3:31])[CH3:30])=[CH:19][N:18]([CH3:24])[N:17]=2)[C:12]1=[O:25], predict the reactants needed to synthesize it. The reactants are: C([O:8][CH2:9][CH2:10][N:11]1[CH2:15][CH2:14][N:13]([C:16]2[C:20]([N+:21]([O-])=O)=[CH:19][N:18]([CH3:24])[N:17]=2)[C:12]1=[O:25])C1C=CC=CC=1.[C:26](O[C:26]([O:28][C:29]([CH3:32])([CH3:31])[CH3:30])=[O:27])([O:28][C:29]([CH3:32])([CH3:31])[CH3:30])=[O:27]. (3) Given the product [CH3:1][O:2][C:3](=[O:32])[C:4]1[CH:9]=[C:8]([O:10][C:11]2[CH:16]=[CH:15][C:14]([NH:17][S:33]([C:36]3[CH:42]=[CH:41][C:39]([CH3:40])=[CH:38][CH:37]=3)(=[O:35])=[O:34])=[C:13]([CH2:18][CH2:19][CH3:20])[CH:12]=2)[CH:7]=[CH:6][C:5]=1[NH:21][S:22]([C:25]1[CH:26]=[CH:27][C:28]([CH3:31])=[CH:29][CH:30]=1)(=[O:24])=[O:23], predict the reactants needed to synthesize it. The reactants are: [CH3:1][O:2][C:3](=[O:32])[C:4]1[CH:9]=[C:8]([O:10][C:11]2[CH:16]=[CH:15][C:14]([NH2:17])=[C:13]([CH2:18][CH2:19][CH3:20])[CH:12]=2)[CH:7]=[CH:6][C:5]=1[NH:21][S:22]([C:25]1[CH:30]=[CH:29][C:28]([CH3:31])=[CH:27][CH:26]=1)(=[O:24])=[O:23].[S:33](Cl)([C:36]1[CH:42]=[CH:41][C:39]([CH3:40])=[CH:38][CH:37]=1)(=[O:35])=[O:34].N1C=CC=CC=1. (4) Given the product [I:1][C:2]1[CH:7]=[C:6]([CH:5]=[CH:4][C:3]=1[O:11][CH3:12])[NH2:8], predict the reactants needed to synthesize it. The reactants are: [I:1][C:2]1[CH:7]=[C:6]([N+:8]([O-])=O)[CH:5]=[CH:4][C:3]=1[O:11][CH3:12].[NH4+].[Cl-]. (5) Given the product [CH3:8][O:9][C:10]1[N:15]=[CH:14][C:13]([N:16]2[C:20]([C:21]3[CH:25]=[CH:24][NH:23][CH:22]=3)=[CH:19][C:18]([C:26]([N:28]3[CH2:32][CH2:31][CH2:30][N:29]3[C:6](=[O:7])[NH2:5])=[O:27])=[N:17]2)=[CH:12][CH:11]=1, predict the reactants needed to synthesize it. The reactants are: C[Si]([N:5]=[C:6]=[O:7])(C)C.[CH3:8][O:9][C:10]1[N:15]=[CH:14][C:13]([N:16]2[C:20]([C:21]3[CH:25]=[CH:24][NH:23][CH:22]=3)=[CH:19][C:18]([C:26]([N:28]3[CH2:32][CH2:31][CH2:30][NH:29]3)=[O:27])=[N:17]2)=[CH:12][CH:11]=1.CO. (6) Given the product [OH:5][C@H:6]1[CH2:10][N:9]([C:11](=[O:19])[CH2:12][C:13]2[O:17][N:16]=[C:15]([CH3:18])[CH:14]=2)[C@H:8]([C:20]([OH:22])=[O:21])[CH2:7]1, predict the reactants needed to synthesize it. The reactants are: C([O:5][C@H:6]1[CH2:10][N:9]([C:11](=[O:19])[CH2:12][C:13]2[O:17][N:16]=[C:15]([CH3:18])[CH:14]=2)[C@H:8]([C:20]([OH:22])=[O:21])[CH2:7]1)(C)(C)C.C(O)(C(F)(F)F)=O. (7) Given the product [CH3:2][O:3][C:4](=[O:11])[C@H:5]([CH2:7][CH2:8][S:9][CH3:10])[NH:6][C:23](=[O:24])[CH:21]([CH3:22])[NH:20][C:15]1[CH:16]=[CH:17][C:18]([Cl:19])=[C:13]([Cl:12])[CH:14]=1, predict the reactants needed to synthesize it. The reactants are: Cl.[CH3:2][O:3][C:4](=[O:11])[C@H:5]([CH2:7][CH2:8][S:9][CH3:10])[NH2:6].[Cl:12][C:13]1[CH:14]=[C:15]([NH:20][CH:21]([C:23](O)=[O:24])[CH3:22])[CH:16]=[CH:17][C:18]=1[Cl:19]. (8) Given the product [Br:1][C:2]1[S:3][C:4]([C:18](=[O:19])[C:17]2[CH:21]=[CH:22][C:14]([I:13])=[C:15]([N+:23]([O-:25])=[O:24])[CH:16]=2)=[CH:5][C:6]=1[CH2:7][C:8]([O:10][CH2:11][CH3:12])=[O:9], predict the reactants needed to synthesize it. The reactants are: [Br:1][C:2]1[S:3][CH:4]=[CH:5][C:6]=1[CH2:7][C:8]([O:10][CH2:11][CH3:12])=[O:9].[I:13][C:14]1[CH:22]=[CH:21][C:17]([C:18](Cl)=[O:19])=[CH:16][C:15]=1[N+:23]([O-:25])=[O:24].[Al+3].[Cl-].[Cl-].[Cl-]. (9) Given the product [C:33]1([S:30]([NH:29][C:25]2[CH:24]=[C:23]([C@@H:21]([OH:22])[CH2:20][NH:19][C:16]([CH3:17])([CH3:18])[CH2:15][CH2:14][N:10]3[C:11]4[C:7](=[CH:6][C:5]([C:3]([NH:1][OH:2])=[NH:4])=[CH:13][CH:12]=4)[CH:8]=[CH:9]3)[CH:28]=[CH:27][CH:26]=2)(=[O:32])=[O:31])[CH:38]=[CH:37][CH:36]=[CH:35][CH:34]=1, predict the reactants needed to synthesize it. The reactants are: [NH2:1][OH:2].[C:3]([C:5]1[CH:6]=[C:7]2[C:11](=[CH:12][CH:13]=1)[N:10]([CH2:14][CH2:15][C:16]([NH:19][CH2:20][C@@H:21]([C:23]1[CH:24]=[C:25]([NH:29][S:30]([C:33]3[CH:38]=[CH:37][CH:36]=[CH:35][CH:34]=3)(=[O:32])=[O:31])[CH:26]=[CH:27][CH:28]=1)[OH:22])([CH3:18])[CH3:17])[CH:9]=[CH:8]2)#[N:4].